From a dataset of Full USPTO retrosynthesis dataset with 1.9M reactions from patents (1976-2016). Predict the reactants needed to synthesize the given product. (1) Given the product [CH3:1][C:2]1[N:12]=[C:11]2[N:6]([CH2:7][CH2:8][CH2:9][CH:10]2[OH:13])[C:4](=[O:5])[C:3]=1[CH2:14][CH2:15][N:16]1[CH2:21][CH2:20][CH:19]([C:22]2[C:23]3[CH:24]=[CH:25][C:26]([F:31])=[CH:27][C:28]=3[O:29][N:30]=2)[CH2:18][CH2:17]1.[C:32]([O-:40])(=[O:39])[CH:33]([CH2:35][C:36]([O-:38])=[O:37])[OH:34], predict the reactants needed to synthesize it. The reactants are: [CH3:1][C:2]1[N:12]=[C:11]2[N:6]([CH2:7][CH2:8][CH2:9][CH:10]2[OH:13])[C:4](=[O:5])[C:3]=1[CH2:14][CH2:15][N:16]1[CH2:21][CH2:20][CH:19]([C:22]2[C:23]3[CH:24]=[CH:25][C:26]([F:31])=[CH:27][C:28]=3[O:29][N:30]=2)[CH2:18][CH2:17]1.[C:32]([OH:40])(=[O:39])[CH:33]([CH2:35][C:36]([OH:38])=[O:37])[OH:34]. (2) Given the product [Cl:1][C:2]1[S:6][C:5]([NH:7][C:8]([N:9]([CH2:10][CH2:11][CH:12]([C:13]2[CH:18]=[CH:17][CH:16]=[CH:15][CH:14]=2)[C:19]2[CH:24]=[CH:23][CH:22]=[CH:21][CH:20]=2)[C:25]2[CH:26]=[C:27]([CH:33]=[CH:34][CH:35]=2)[C:28]([OH:30])=[O:29])=[O:36])=[N:4][C:3]=1[C:37]1[CH:38]=[CH:39][C:40]([NH:43][S:44]([CH3:47])(=[O:45])=[O:46])=[CH:41][CH:42]=1, predict the reactants needed to synthesize it. The reactants are: [Cl:1][C:2]1[S:6][C:5]([NH:7][C:8](=[O:36])[N:9]([C:25]2[CH:26]=[C:27]([CH:33]=[CH:34][CH:35]=2)[C:28]([O:30]CC)=[O:29])[CH2:10][CH2:11][CH:12]([C:19]2[CH:24]=[CH:23][CH:22]=[CH:21][CH:20]=2)[C:13]2[CH:18]=[CH:17][CH:16]=[CH:15][CH:14]=2)=[N:4][C:3]=1[C:37]1[CH:42]=[CH:41][C:40]([NH:43][S:44]([CH3:47])(=[O:46])=[O:45])=[CH:39][CH:38]=1.O.[OH-].[Li+]. (3) Given the product [CH2:1]([O:3][C:4]([CH:6]([CH:10]1[CH2:15][CH2:14][N:13]([C:16]([O:18][CH2:19][C:20]2[CH:21]=[CH:22][CH:23]=[CH:24][CH:25]=2)=[O:17])[CH2:12][CH2:11]1)[CH2:7][CH:8]=[O:27])=[O:5])[CH3:2], predict the reactants needed to synthesize it. The reactants are: [CH2:1]([O:3][C:4]([CH:6]([CH:10]1[CH2:15][CH2:14][N:13]([C:16]([O:18][CH2:19][C:20]2[CH:25]=[CH:24][CH:23]=[CH:22][CH:21]=2)=[O:17])[CH2:12][CH2:11]1)[CH2:7][CH:8]=C)=[O:5])[CH3:2].I([O-])(=O)(=O)=[O:27].[Na+]. (4) The reactants are: O=[C:2]1[C:11]2[C:10]([C:12](O)=[O:13])=[CH:9][CH:8]=[CH:7][C:6]=2[NH:5][C:4]([C:15]([OH:17])=[O:16])=[CH:3]1.O.[NH2:19][NH2:20]. Given the product [O:13]=[C:12]1[C:10]2[CH:9]=[CH:8][CH:7]=[C:6]3[NH:5][C:4]([C:15]([OH:17])=[O:16])=[CH:3][C:2]([C:11]=23)=[N:20][NH:19]1, predict the reactants needed to synthesize it. (5) Given the product [Br:8][C:4]1[CH:3]=[C:2]([N:10]2[N:11]=[CH:12][CH:13]=[N:9]2)[CH:7]=[CH:6][CH:5]=1.[Br:1][C:2]1[CH:3]=[C:4]([N:9]2[CH:13]=[CH:12][N:11]=[N:10]2)[CH:5]=[CH:6][CH:7]=1, predict the reactants needed to synthesize it. The reactants are: [Br:1][C:2]1[CH:7]=[CH:6][CH:5]=[C:4]([Br:8])[CH:3]=1.[NH:9]1[CH:13]=[CH:12][N:11]=[N:10]1.C(=O)([O-])[O-].[Cs+].[Cs+].